The task is: Predict the reaction yield, written as a fraction of the theoretical maximum amount of product (1.0 means a 100% yield; for example, 0.34 means a 34% yield).. This data is from Reaction yield outcomes from USPTO patents with 853,638 reactions. (1) No catalyst specified. The product is [CH2:27]([O:29][C:30](=[O:36])[CH2:31][C:32]1[N:14]=[C:9]2[C:8]([O:7][C@@H:6]3[S:15][CH2:16][C@@H:17]([O:23][C:24](=[O:26])[CH3:25])[C@H:18]([O:19][C:20](=[O:22])[CH3:21])[C@H:5]3[O:4][C:1](=[O:3])[CH3:2])=[CH:13][CH:12]=[CH:11][N:10]2[CH:33]=1)[CH3:28]. The yield is 0.540. The reactants are [C:1]([O:4][C@@H:5]1[C@@H:18]([O:19][C:20](=[O:22])[CH3:21])[C@H:17]([O:23][C:24](=[O:26])[CH3:25])[CH2:16][S:15][C@H:6]1[O:7][C:8]1[C:9]([NH2:14])=[N:10][CH:11]=[CH:12][CH:13]=1)(=[O:3])[CH3:2].[CH2:27]([O:29][C:30](=[O:36])[CH2:31][C:32](=O)[CH2:33]Cl)[CH3:28]. (2) The product is [CH3:58][O:57][C:55](=[O:56])[NH:54][CH:47]([CH:48]1[CH2:53][CH2:52][O:51][CH2:50][CH2:49]1)[C:46]([N:40]1[CH:39]([C:36]2[NH:35][C:34]([C:31]3[CH:30]=[CH:29][C:28]([C:23]4[CH:22]=[CH:21][C:20]5[C:25](=[CH:26][CH:27]=[C:18]([C:15]6[NH:14][C:13]([CH:9]7[CH2:10][CH2:11][CH2:12][N:8]7[C:6](=[O:5])[CH:66]([NH:65][C:63]([O:62][CH3:61])=[O:64])[C:70]7[CH:75]=[CH:74][CH:73]=[CH:72][CH:71]=7)=[N:17][CH:16]=6)[CH:19]=5)[CH:24]=4)=[CH:33][CH:32]=3)=[CH:38][N:37]=2)[CH:44]2[CH2:43][CH:42]1[CH2:41][CH2:45]2)=[O:59]. The yield is 0.720. The catalyst is C(Cl)Cl.CO. The reactants are C([O:5][C:6]([N:8]1[CH2:12][CH2:11][CH2:10][CH:9]1[C:13]1[NH:14][C:15]([C:18]2[CH:27]=[CH:26][C:25]3[C:20](=[CH:21][CH:22]=[C:23]([C:28]4[CH:33]=[CH:32][C:31]([C:34]5[NH:35][C:36]([CH:39]6[CH:44]7[CH2:45][CH:41]([CH2:42][CH2:43]7)[N:40]6[C:46](=[O:59])[CH:47]([NH:54][C:55]([O:57][CH3:58])=[O:56])[CH:48]6[CH2:53][CH2:52][O:51][CH2:50][CH2:49]6)=[N:37][CH:38]=5)=[CH:30][CH:29]=4)[CH:24]=3)[CH:19]=2)=[CH:16][N:17]=1)=O)(C)(C)C.Cl.[CH3:61][O:62][C:63]([NH:65][CH:66]([C:70]1[CH:75]=[CH:74][CH:73]=[CH:72][CH:71]=1)C(O)=O)=[O:64].CCN(C(C)C)C(C)C.CCOC(C(C#N)=NOC(N1CCOCC1)=[N+](C)C)=O.F[P-](F)(F)(F)(F)F. (3) The reactants are [NH2:1][CH2:2][C@@:3]1([OH:11])[CH:8]2[CH2:9][CH2:10][N:5]([CH2:6][CH2:7]2)[CH2:4]1.CCN(C(C)C)C(C)C.C([O-])([O-])=O.[Cs+].[Cs+].[Cl:27][C:28]1[CH:29]=[CH:30][C:31]2[O:35][C:34]([N:36]=[C:37](SC)SC)=[N:33][C:32]=2[CH:42]=1. The catalyst is CN(C=O)C. The product is [Cl:27][C:28]1[CH:29]=[CH:30][C:31]2[O:35][C:34]([NH:36][C:37]3[O:11][C@:3]4([CH2:2][N:1]=3)[CH:8]3[CH2:7][CH2:6][N:5]([CH2:10][CH2:9]3)[CH2:4]4)=[N:33][C:32]=2[CH:42]=1. The yield is 0.530. (4) The reactants are [OH:1][C:2]1[CH:7]=[CH:6][C:5]([C:8]2[CH:13]=[CH:12][C:11]([C:14]#[N:15])=[C:10]([CH3:16])[CH:9]=2)=[CH:4][CH:3]=1.[Na+].[I-:18].[OH-].[Na+]. The catalyst is CO. The product is [OH:1][C:2]1[CH:3]=[CH:4][C:5]([C:8]2[CH:13]=[CH:12][C:11]([C:14]#[N:15])=[C:10]([CH3:16])[CH:9]=2)=[CH:6][C:7]=1[I:18]. The yield is 0.520. (5) The reactants are [NH2:1][C:2]1[N:6]([C:7]2[CH:12]=[CH:11][C:10]([CH2:13][C:14]([O:16][CH2:17][CH3:18])=[O:15])=[CH:9][CH:8]=2)[N:5]=[C:4]([C:19]([CH3:22])([CH3:21])[CH3:20])[CH:3]=1.C([O-])([O-])=O.[K+].[K+].Cl[C:30]([O:32][C:33]1[CH:38]=[CH:37][CH:36]=[CH:35][CH:34]=1)=[O:31].O. The yield is 0.760. The catalyst is C1COCC1.CCOC(C)=O. The product is [C:19]([C:4]1[CH:3]=[C:2]([NH:1][C:30]([O:32][C:33]2[CH:38]=[CH:37][CH:36]=[CH:35][CH:34]=2)=[O:31])[N:6]([C:7]2[CH:8]=[CH:9][C:10]([CH2:13][C:14]([O:16][CH2:17][CH3:18])=[O:15])=[CH:11][CH:12]=2)[N:5]=1)([CH3:21])([CH3:20])[CH3:22]. (6) The reactants are [CH3:1][S:2]([N:5]1[CH2:9][C@H:8]([S:10][CH2:11][C:12]2[CH:17]=[CH:16][C:15]([O:18][CH3:19])=[CH:14][CH:13]=2)[CH2:7][C@H:6]1[CH2:20]OS(C)(=O)=O)(=[O:4])=[O:3].[Na+].[I-].[CH2:28]([NH2:35])[C:29]1[CH:34]=[CH:33][CH:32]=[CH:31][CH:30]=1. No catalyst specified. The product is [CH2:28]([NH:35][CH2:20][C@@H:6]1[CH2:7][C@@H:8]([S:10][CH2:11][C:12]2[CH:13]=[CH:14][C:15]([O:18][CH3:19])=[CH:16][CH:17]=2)[CH2:9][N:5]1[S:2]([CH3:1])(=[O:3])=[O:4])[C:29]1[CH:34]=[CH:33][CH:32]=[CH:31][CH:30]=1. The yield is 0.650. (7) The reactants are [OH-].[Na+].[F:3][C:4]1[CH:5]=[C:6]([N:11]([CH3:35])[CH:12]([C:14]2[CH:15]=[C:16]([C:31]([O:33]C)=[O:32])[CH:17]=[C:18]3[C:23]=2[O:22][C:21]([N:24]2[CH2:29][CH2:28][O:27][CH2:26][CH2:25]2)=[CH:20][C:19]3=[O:30])[CH3:13])[CH:7]=[C:8]([F:10])[CH:9]=1.CO.Cl. The catalyst is C1COCC1.O. The product is [F:3][C:4]1[CH:5]=[C:6]([N:11]([CH3:35])[CH:12]([C:14]2[CH:15]=[C:16]([C:31]([OH:33])=[O:32])[CH:17]=[C:18]3[C:23]=2[O:22][C:21]([N:24]2[CH2:29][CH2:28][O:27][CH2:26][CH2:25]2)=[CH:20][C:19]3=[O:30])[CH3:13])[CH:7]=[C:8]([F:10])[CH:9]=1. The yield is 0.860. (8) The reactants are [NH2:1][C:2]1[N:3]=[CH:4][C:5]([N:8]2[CH2:13][CH2:12][N:11]([C:14]([O:16][C:17]([CH3:20])([CH3:19])[CH3:18])=[O:15])[CH2:10][C@@H:9]2[CH3:21])=[N:6][CH:7]=1.Br[C:23]1[C:24](=[O:31])[N:25]([CH3:30])[CH:26]=[C:27]([Br:29])[CH:28]=1.CC1(C)C2C(=C(P(C3C=CC=CC=3)C3C=CC=CC=3)C=CC=2)OC2C(P(C3C=CC=CC=3)C3C=CC=CC=3)=CC=CC1=2.C([O-])([O-])=O.[Cs+].[Cs+]. The catalyst is C1C=CC(/C=C/C(/C=C/C2C=CC=CC=2)=O)=CC=1.C1C=CC(/C=C/C(/C=C/C2C=CC=CC=2)=O)=CC=1.C1C=CC(/C=C/C(/C=C/C2C=CC=CC=2)=O)=CC=1.[Pd].[Pd].O1CCOCC1. The product is [Br:29][C:27]1[CH:28]=[C:23]([NH:1][C:2]2[N:3]=[CH:4][C:5]([N:8]3[CH2:13][CH2:12][N:11]([C:14]([O:16][C:17]([CH3:20])([CH3:19])[CH3:18])=[O:15])[CH2:10][C@@H:9]3[CH3:21])=[N:6][CH:7]=2)[C:24](=[O:31])[N:25]([CH3:30])[CH:26]=1. The yield is 0.720. (9) The reactants are [OH:1][C:2]1[CH:3]=[C:4]([CH2:8][C:9]([OH:11])=[O:10])[CH:5]=[CH:6][CH:7]=1.[C:12](OC(=O)C)(=[O:14])[CH3:13]. The product is [C:12]([O:1][C:2]1[CH:3]=[C:4]([CH2:8][C:9]([OH:11])=[O:10])[CH:5]=[CH:6][CH:7]=1)(=[O:14])[CH3:13]. The catalyst is N1C=CC=CC=1. The yield is 0.900.